This data is from P-glycoprotein inhibition data for predicting drug efflux from Broccatelli et al.. The task is: Regression/Classification. Given a drug SMILES string, predict its absorption, distribution, metabolism, or excretion properties. Task type varies by dataset: regression for continuous measurements (e.g., permeability, clearance, half-life) or binary classification for categorical outcomes (e.g., BBB penetration, CYP inhibition). Dataset: pgp_broccatelli. The molecule is CC(C)N(CC[C@@](C(N)=O)(c1ccccc1)c1ccccn1)C(C)C. The result is 0 (non-inhibitor).